From a dataset of Catalyst prediction with 721,799 reactions and 888 catalyst types from USPTO. Predict which catalyst facilitates the given reaction. Reactant: [NH2:1][C:2]1[C:7]([NH2:8])=[C:6]([Br:9])[CH:5]=[CH:4][N:3]=1.[CH3:10][N:11]1[CH:15]=[C:14]([CH:16]=O)[CH:13]=[N:12]1.CN(C=O)C.O.C1(C)C=CC(S(O)(=O)=O)=CC=1. Product: [Br:9][C:6]1[CH:5]=[CH:4][N:3]=[C:2]2[NH:1][C:16]([C:14]3[CH:13]=[N:12][N:11]([CH3:10])[CH:15]=3)=[N:8][C:7]=12. The catalyst class is: 250.